The task is: Predict the reaction yield, written as a fraction of the theoretical maximum amount of product (1.0 means a 100% yield; for example, 0.34 means a 34% yield).. This data is from Reaction yield outcomes from USPTO patents with 853,638 reactions. (1) The reactants are [C:1]([C:3]1[S:4][C:5]2[CH:11]=[C:10]([NH:12][C:13](=[O:40])[CH2:14][CH2:15][C:16](=[O:39])[NH:17][CH2:18][CH2:19][CH2:20][O:21][CH2:22][CH2:23][O:24][CH2:25][CH2:26][O:27][CH2:28][CH2:29][CH2:30][NH:31]C(=O)OC(C)(C)C)[CH:9]=[CH:8][C:6]=2[N:7]=1)#[N:2].C([SiH](C(C)C)C(C)C)(C)C.[ClH:51].O1CCOCC1. The catalyst is C(Cl)Cl. The product is [ClH:51].[NH2:31][CH2:30][CH2:29][CH2:28][O:27][CH2:26][CH2:25][O:24][CH2:23][CH2:22][O:21][CH2:20][CH2:19][CH2:18][NH:17][C:16](=[O:39])[CH2:15][CH2:14][C:13]([NH:12][C:10]1[CH:9]=[CH:8][C:6]2[N:7]=[C:3]([C:1]#[N:2])[S:4][C:5]=2[CH:11]=1)=[O:40]. The yield is 0.980. (2) The reactants are [C:1]([NH:4][NH:5][C:6]([C:8]1[C:9]([N:17]2[CH2:22][CH2:21][N:20](C(OC(C)(C)C)=O)[CH2:19][CH2:18]2)=[C:10]2[CH:16]=[CH:15][NH:14][C:11]2=[N:12][CH:13]=1)=[O:7])(=O)[CH3:2]. The catalyst is O=P(Cl)(Cl)Cl. The product is [CH3:2][C:1]1[O:7][C:6]([C:8]2[C:9]([N:17]3[CH2:22][CH2:21][NH:20][CH2:19][CH2:18]3)=[C:10]3[CH:16]=[CH:15][NH:14][C:11]3=[N:12][CH:13]=2)=[N:5][N:4]=1. The yield is 1.25. (3) The reactants are CC(C)([O-])C.[K+].[CH2:7]([C:9]1([C:41]([O:43]CC)=[O:42])[CH2:14][CH2:13][N:12]([C:15]2[N:20]=[CH:19][C:18]([C:21]3[CH:22]=[C:23](/[C:36](/[CH3:40])=[N:37]/[O:38][CH3:39])[C:24]4[S:28][C:27]([NH:29][C:30](=[O:34])[NH:31][CH2:32][CH3:33])=[N:26][C:25]=4[CH:35]=3)=[CH:17][N:16]=2)[CH2:11][CH2:10]1)[CH3:8]. The catalyst is CS(C)=O. The product is [CH2:7]([C:9]1([C:41]([OH:43])=[O:42])[CH2:14][CH2:13][N:12]([C:15]2[N:16]=[CH:17][C:18]([C:21]3[CH:22]=[C:23](/[C:36](/[CH3:40])=[N:37]/[O:38][CH3:39])[C:24]4[S:28][C:27]([NH:29][C:30](=[O:34])[NH:31][CH2:32][CH3:33])=[N:26][C:25]=4[CH:35]=3)=[CH:19][N:20]=2)[CH2:11][CH2:10]1)[CH3:8]. The yield is 0.250.